The task is: Predict the product of the given reaction.. This data is from Forward reaction prediction with 1.9M reactions from USPTO patents (1976-2016). (1) Given the reactants [ClH:1].Cl.C1(O)CCCCC1.[CH3:10][C@H:11]1[NH:16][CH2:15][CH2:14][N:13]([C:17](=O)[C@@H:18]([C:30]2([OH:36])[CH2:35][CH2:34][CH2:33][CH2:32][CH2:31]2)[C:19]2[CH:24]=[CH:23][CH:22]=[C:21]([O:25][C:26]([F:29])([F:28])[F:27])[CH:20]=2)[CH2:12]1, predict the reaction product. The product is: [ClH:1].[ClH:1].[CH3:10][C@H:11]1[NH:16][CH2:15][CH2:14][N:13]([CH2:17][C@@H:18]([C:30]2([OH:36])[CH2:35][CH2:34][CH2:33][CH2:32][CH2:31]2)[C:19]2[CH:24]=[CH:23][CH:22]=[C:21]([O:25][C:26]([F:29])([F:28])[F:27])[CH:20]=2)[CH2:12]1. (2) Given the reactants [NH2:1]/[C:2](/[C:7]#[N:8])=[C:3](\[NH2:6])/[C:4]#[N:5].[CH:9](=O)[C:10]1[CH:15]=[CH:14][CH:13]=[CH:12][CH:11]=1, predict the reaction product. The product is: [NH2:6][C:3](=[C:2]([N:1]=[CH:9][C:10]1[CH:15]=[CH:14][CH:13]=[CH:12][CH:11]=1)[C:7]#[N:8])[C:4]#[N:5]. (3) Given the reactants [CH3:1][C:2]1([CH3:21])[NH:6][C:5](=[O:7])[N:4]([C:8]2[CH:13]=[CH:12][C:11]([S:14][CH3:15])=[C:10]([C:16]([F:19])([F:18])[F:17])[CH:9]=2)[C:3]1=[O:20].[Br:22][C:23]1[CH:30]=[CH:29][CH:28]=[CH:27][C:24]=1[CH2:25]Br, predict the reaction product. The product is: [Br:22][C:23]1[CH:30]=[CH:29][CH:28]=[CH:27][C:24]=1[CH2:25][N:6]1[C:2]([CH3:21])([CH3:1])[C:3](=[O:20])[N:4]([C:8]2[CH:13]=[CH:12][C:11]([S:14][CH3:15])=[C:10]([C:16]([F:19])([F:18])[F:17])[CH:9]=2)[C:5]1=[O:7]. (4) Given the reactants [F:1][C:2]([F:20])([F:19])[C:3]([NH:5][CH2:6][C@H:7]1[CH2:11][CH2:10][N:9](C(OC(C)(C)C)=O)[CH2:8]1)=[O:4].[ClH:21], predict the reaction product. The product is: [ClH:21].[F:20][C:2]([F:1])([F:19])[C:3]([NH:5][CH2:6][C@H:7]1[CH2:11][CH2:10][NH:9][CH2:8]1)=[O:4]. (5) Given the reactants F[C:2]1[N:7]=[C:6]([N:8]2[C:16]3[CH:15]=[C:14]([C:17]4[CH:18]=[N:19][CH:20]=[C:21]([CH:23]5[CH2:26][O:25][CH2:24]5)[CH:22]=4)[N:13]=[CH:12][C:11]=3[CH:10]=[N:9]2)[CH:5]=[CH:4][CH:3]=1.[NH:27]1[CH2:33][CH2:32][CH2:31][NH:30][CH2:29][CH2:28]1, predict the reaction product. The product is: [N:27]1([C:2]2[N:7]=[C:6]([N:8]3[C:16]4[CH:15]=[C:14]([C:17]5[CH:18]=[N:19][CH:20]=[C:21]([CH:23]6[CH2:26][O:25][CH2:24]6)[CH:22]=5)[N:13]=[CH:12][C:11]=4[CH:10]=[N:9]3)[CH:5]=[CH:4][CH:3]=2)[CH2:33][CH2:32][CH2:31][NH:30][CH2:29][CH2:28]1. (6) Given the reactants C1C=CC(P(C2C=CC=CC=2)C2C=CC=CC=2)=CC=1.N(C(OC(C)C)=O)=NC(OC(C)C)=O.[Br:34][C:35]1[CH:36]=[C:37]([OH:41])[CH:38]=[N:39][CH:40]=1.[C:42]([O:46][C:47]([N:49]1[CH2:54][CH2:53][CH2:52][C@H:51](O)[CH2:50]1)=[O:48])([CH3:45])([CH3:44])[CH3:43], predict the reaction product. The product is: [C:42]([O:46][C:47]([N:49]1[CH2:54][CH2:53][CH2:52][C@@H:51]([O:41][C:37]2[CH:38]=[N:39][CH:40]=[C:35]([Br:34])[CH:36]=2)[CH2:50]1)=[O:48])([CH3:45])([CH3:43])[CH3:44]. (7) Given the reactants [Br:1][C:2]1[CH:11]=[C:10]2[C:5]([CH:6]=[C:7]([NH:13][C:14]3[CH:18]=[C:17]([CH3:19])[NH:16][N:15]=3)[N:8]=[C:9]2O)=[CH:4][C:3]=1[O:20][CH3:21].O=P(Cl)(Cl)[Cl:24], predict the reaction product. The product is: [Br:1][C:2]1[CH:11]=[C:10]2[C:5]([CH:6]=[C:7]([NH:13][C:14]3[CH:18]=[C:17]([CH3:19])[NH:16][N:15]=3)[N:8]=[C:9]2[Cl:24])=[CH:4][C:3]=1[O:20][CH3:21]. (8) The product is: [Br:1][C:2]1[CH:7]=[C:6]2[C:5](=[CH:4][CH:3]=1)[O:11][C:14]1([CH2:15][CH2:16][O:12][CH2:13]1)[CH2:9][C:8]2=[O:10]. Given the reactants [Br:1][C:2]1[CH:3]=[CH:4][C:5]([OH:11])=[C:6]([C:8](=[O:10])[CH3:9])[CH:7]=1.[O:12]1[CH2:16][CH2:15][C:14](=O)[CH2:13]1.N1CCCC1.Cl, predict the reaction product.